Predict the reaction yield, written as a fraction of the theoretical maximum amount of product (1.0 means a 100% yield; for example, 0.34 means a 34% yield). From a dataset of Reaction yield outcomes from USPTO patents with 853,638 reactions. The reactants are Cl[C:2]1[N:7]=[CH:6][C:5]([CH2:8][C:9]2[C:17]3[C:12](=[N:13][CH:14]=[CH:15][CH:16]=3)[N:11]([Si:18]([CH:25]([CH3:27])[CH3:26])([CH:22]([CH3:24])[CH3:23])[CH:19]([CH3:21])[CH3:20])[CH:10]=2)=[CH:4][CH:3]=1.[CH:28]([Mg]Cl)([CH3:30])[CH3:29].O. The catalyst is O1CCCC1.Cl[Pd]Cl.C1(P(C2C=CC=CC=2)[C-]2C=CC=C2)C=CC=CC=1.[C-]1(P(C2C=CC=CC=2)C2C=CC=CC=2)C=CC=C1.[Fe+2]. The product is [CH:28]([C:2]1[N:7]=[CH:6][C:5]([CH2:8][C:9]2[C:17]3[C:12](=[N:13][CH:14]=[CH:15][CH:16]=3)[N:11]([Si:18]([CH:25]([CH3:27])[CH3:26])([CH:22]([CH3:24])[CH3:23])[CH:19]([CH3:20])[CH3:21])[CH:10]=2)=[CH:4][CH:3]=1)([CH3:30])[CH3:29]. The yield is 0.704.